From a dataset of Full USPTO retrosynthesis dataset with 1.9M reactions from patents (1976-2016). Predict the reactants needed to synthesize the given product. (1) Given the product [C:22]([C:2]1[CH:3]=[C:4]2[C:9](=[CH:10][CH:11]=1)[N:8]=[CH:7][CH:6]=[C:5]2[S:12][C:13]1([C:17]([O:19][CH2:20][CH3:21])=[O:18])[CH2:16][CH2:15][CH2:14]1)#[N:23], predict the reactants needed to synthesize it. The reactants are: Br[C:2]1[CH:3]=[C:4]2[C:9](=[CH:10][CH:11]=1)[N:8]=[CH:7][CH:6]=[C:5]2[S:12][C:13]1([C:17]([O:19][CH2:20][CH3:21])=[O:18])[CH2:16][CH2:15][CH2:14]1.[CH3:22][N:23](C)C=O. (2) Given the product [F:1][C:2]1[CH:3]=[C:4]2[C:9](=[CH:10][CH:11]=1)[N:8]=[C:7]([C:12]1[CH:17]=[CH:16][CH:15]=[CH:14][C:13]=1[O:18][P:19](=[O:20])([OH:36])[OH:28])[N:6]([CH2:37][CH2:38][C:39]1[CH:44]=[CH:43][CH:42]=[C:41]([F:45])[CH:40]=1)[C:5]2=[O:46], predict the reactants needed to synthesize it. The reactants are: [F:1][C:2]1[CH:3]=[C:4]2[C:9](=[CH:10][CH:11]=1)[N:8]=[C:7]([C:12]1[CH:17]=[CH:16][CH:15]=[CH:14][C:13]=1[O:18][P:19](=[O:36])([O:28]CC1C=CC=CC=1)[O:20]CC1C=CC=CC=1)[N:6]([CH2:37][CH2:38][C:39]1[CH:44]=[CH:43][CH:42]=[C:41]([F:45])[CH:40]=1)[C:5]2=[O:46].O1CCCC1.[H][H]. (3) The reactants are: [CH:1]([C:4]1[CH:5]=[C:6]([OH:10])[CH:7]=[CH:8][CH:9]=1)([CH3:3])[CH3:2].C1N2CN3CN(C2)CN1C3.FC(F)(F)[C:23](O)=[O:24]. Given the product [OH:10][C:6]1[CH:5]=[C:4]([CH:1]([CH3:3])[CH3:2])[CH:9]=[CH:8][C:7]=1[CH:23]=[O:24], predict the reactants needed to synthesize it. (4) Given the product [OH:4][C@H:3]1[C:5]2[CH:9]=[CH:8][S:7][C:6]=2[S:10](=[O:12])(=[O:11])[NH:13][CH2:2]1, predict the reactants needed to synthesize it. The reactants are: Br[CH2:2][C:3]([C:5]1[CH:9]=[CH:8][S:7][C:6]=1[S:10]([NH2:13])(=[O:12])=[O:11])=[O:4].B(Cl)([C@@H]1[C@@H](C)C2C(C)(C)C(C2)C1)[C@@H]1[C@@H](C)C2C(C)(C)C(C2)C1.[OH-].[Na+]. (5) The reactants are: [Mg].II.[C:4]1([CH3:11])[C:5](Br)=[CH:6][CH:7]=[CH:8][CH:9]=1.[P:12]([O-:19])(OCC)OCC.Cl. Given the product [CH3:11][C:4]1[CH:9]=[CH:8][CH:7]=[CH:6][C:5]=1[PH:12](=[O:19])[C:9]1[CH:8]=[CH:7][CH:6]=[CH:5][C:4]=1[CH3:11], predict the reactants needed to synthesize it. (6) Given the product [CH3:28][O:27][C:24]1[CH:25]=[C:26]2[C:21](=[CH:22][C:23]=1[O:29][CH3:30])[N:20]=[CH:19][CH:18]=[C:17]2[O:16][C:13]1[CH:14]=[CH:15][C:10]([NH:9][C:8]([NH:33][C:34]2[S:35][CH:36]=[CH:37][N:38]=2)=[O:32])=[C:11]([F:31])[CH:12]=1, predict the reactants needed to synthesize it. The reactants are: C1(O[C:8](=[O:32])[NH:9][C:10]2[CH:15]=[CH:14][C:13]([O:16][C:17]3[C:26]4[C:21](=[CH:22][C:23]([O:29][CH3:30])=[C:24]([O:27][CH3:28])[CH:25]=4)[N:20]=[CH:19][CH:18]=3)=[CH:12][C:11]=2[F:31])C=CC=CC=1.[NH2:33][C:34]1[S:35][CH:36]=[CH:37][N:38]=1.C(OCC)(=O)C.O. (7) Given the product [Cl:22][C:23]1[C:28]([C:29]([N:31]2[CH:36]3[CH2:35][CH2:37][CH:32]2[CH2:33][N:9]([CH3:10])[CH2:8]3)=[O:30])=[CH:27][CH:26]=[CH:25][N:24]=1, predict the reactants needed to synthesize it. The reactants are: C1C2[C:10]3=CC4C=CC(C(O)=O)=CC=4[N:9]3[CH2:8]C=CC=2C=CC=1.[Cl:22][C:23]1[C:28]([C:29]([N:31]2[CH2:36][CH2:35]O[CH2:33][CH2:32]2)=[O:30])=[CH:27][CH:26]=[CH:25][N:24]=1.[CH2:37]1COCC1.